Dataset: Catalyst prediction with 721,799 reactions and 888 catalyst types from USPTO. Task: Predict which catalyst facilitates the given reaction. (1) Reactant: I[C:2]1[C:3]([S:12][C:13]2[NH:14][C:15]3[C:20]([N:21]=2)=[C:19]([NH2:22])[N:18]=[CH:17][N:16]=3)=[CH:4][C:5]2[C:10]([CH:11]=1)=[CH:9][CH:8]=[CH:7][CH:6]=2.Cl.[N:24]([O-])=O.[Na+].NC(N)=O. Product: [NH2:24][C:2]1[C:3]([S:12][C:13]2[NH:14][C:15]3[C:20]([N:21]=2)=[C:19]([NH2:22])[N:18]=[CH:17][N:16]=3)=[CH:4][C:5]2[C:10]([CH:11]=1)=[CH:9][CH:8]=[CH:7][CH:6]=2. The catalyst class is: 6. (2) Product: [CH3:15][N:16]1[CH2:21][CH2:20][N:19]([CH2:22][C:23]2[CH:29]=[CH:28][C:26]([NH:27][C:10]([C:7]3[C:6]4[CH:13]=[CH:14][C:3]([O:2][CH3:1])=[CH:4][C:5]=4[S:9][N:8]=3)=[O:12])=[CH:25][C:24]=2[C:30]([F:33])([F:31])[F:32])[CH2:18][CH2:17]1. Reactant: [CH3:1][O:2][C:3]1[CH:14]=[CH:13][C:6]2[C:7]([C:10]([OH:12])=O)=[N:8][S:9][C:5]=2[CH:4]=1.[CH3:15][N:16]1[CH2:21][CH2:20][N:19]([CH2:22][C:23]2[CH:29]=[CH:28][C:26]([NH2:27])=[CH:25][C:24]=2[C:30]([F:33])([F:32])[F:31])[CH2:18][CH2:17]1.CCN(CC)CC.CCCP(=O)=O. The catalyst class is: 3. (3) Reactant: [Br:1][C:2]1[CH:3]=[CH:4][C:5]2[N:9]=[N:8][N:7]([CH2:10][C:11]3[N:16]=[N:15][C:14]([NH2:17])=[CH:13][CH:12]=3)[C:6]=2[CH:18]=1.Br[CH2:20][C:21](=O)[C:22]([O:24][CH2:25][CH3:26])=[O:23].C([O-])(O)=O.[Na+].CC1C=CC(S(O)(=O)=O)=CC=1. Product: [Br:1][C:2]1[CH:3]=[CH:4][C:5]2[N:9]=[N:8][N:7]([CH2:10][C:11]3[CH:12]=[CH:13][C:14]4[N:15]([CH:20]=[C:21]([C:22]([O:24][CH2:25][CH3:26])=[O:23])[N:17]=4)[N:16]=3)[C:6]=2[CH:18]=1. The catalyst class is: 12. (4) Reactant: [CH3:1][C@H:2]1[C@H:11]([CH3:12])[C@@H:10]([NH:13][C:14](=[O:23])[O:15][CH2:16][C:17]2[CH:22]=[CH:21][CH:20]=[CH:19][CH:18]=2)[C:9]2[C:4](=[CH:5][CH:6]=[C:7]([O:24][CH:25]3[CH2:29][CH2:28][O:27][CH2:26]3)[CH:8]=2)[NH:3]1.CCN(C(C)C)C(C)C.[C:39](Cl)(=[O:41])[CH3:40]. Product: [C:39]([N:3]1[C:4]2[C:9](=[CH:8][C:7]([O:24][CH:25]3[CH2:29][CH2:28][O:27][CH2:26]3)=[CH:6][CH:5]=2)[C@H:10]([NH:13][C:14](=[O:23])[O:15][CH2:16][C:17]2[CH:22]=[CH:21][CH:20]=[CH:19][CH:18]=2)[C@@H:11]([CH3:12])[C@@H:2]1[CH3:1])(=[O:41])[CH3:40]. The catalyst class is: 4. (5) Reactant: [Cl:1][C:2]1[C:7]([NH:8][S:9]([C:12]2[CH:17]=[CH:16][CH:15]=[CH:14][CH:13]=2)(=[O:11])=[O:10])=[CH:6][C:5](B2OC(C)(C)C(C)(C)O2)=[CH:4][N:3]=1.Cl[C:28]1[CH:29]=[CH:30][C:31]2[N:32]=[CH:33][N:34]=[C:35]([O:38][CH:39]3[CH2:44][CH2:43][O:42][CH2:41][CH2:40]3)[C:36]=2[N:37]=1.C(=O)(O)[O-].[Na+]. Product: [Cl:1][C:2]1[C:7]([NH:8][S:9]([C:12]2[CH:13]=[CH:14][CH:15]=[CH:16][CH:17]=2)(=[O:10])=[O:11])=[CH:6][C:5]([C:28]2[CH:29]=[CH:30][C:31]3[N:32]=[CH:33][N:34]=[C:35]([O:38][CH:39]4[CH2:44][CH2:43][O:42][CH2:41][CH2:40]4)[C:36]=3[N:37]=2)=[CH:4][N:3]=1. The catalyst class is: 12. (6) Reactant: [F:1][C:2]1[CH:3]=[C:4]([S:19]([CH3:22])(=[O:21])=[O:20])[C:5]2[CH:6]=[C:7]3[CH:13]([CH2:14][C:15]([O:17][CH3:18])=[O:16])[CH2:12][CH2:11][N:8]3[C:9]=2[CH:10]=1.C1C(=O)N([Br:30])C(=O)C1.S([O-])([O-])(=O)=S.[Na+].[Na+]. Product: [Br:30][C:6]1[C:5]2[C:4]([S:19]([CH3:22])(=[O:21])=[O:20])=[CH:3][C:2]([F:1])=[CH:10][C:9]=2[N:8]2[CH2:11][CH2:12][CH:13]([CH2:14][C:15]([O:17][CH3:18])=[O:16])[C:7]=12. The catalyst class is: 1.